This data is from Forward reaction prediction with 1.9M reactions from USPTO patents (1976-2016). The task is: Predict the product of the given reaction. (1) Given the reactants [Cl:1][C:2]1[CH:10]=[C:9]2[C:5]([C:6]([CH:11]=[O:12])=[CH:7][NH:8]2)=[CH:4][C:3]=1[C:13]1[CH:25]=[CH:24][C:16]([O:17][CH2:18][CH2:19][NH:20][C:21](=[O:23])[CH3:22])=[CH:15][CH:14]=1.CC(=CC)C.Cl([O-])=[O:32].[Na+].OP([O-])(O)=O.[Na+], predict the reaction product. The product is: [C:21]([NH:20][CH2:19][CH2:18][O:17][C:16]1[CH:24]=[CH:25][C:13]([C:3]2[CH:4]=[C:5]3[C:9](=[CH:10][C:2]=2[Cl:1])[NH:8][CH:7]=[C:6]3[C:11]([OH:32])=[O:12])=[CH:14][CH:15]=1)(=[O:23])[CH3:22]. (2) Given the reactants [C:1]1([C:21]2[CH:26]=[CH:25][CH:24]=[CH:23][CH:22]=2)[CH:6]=[CH:5][C:4]([C:7]([N:9]2[CH2:13][C:12](=[N:14][O:15][CH3:16])[CH2:11][C@H:10]2[C:17](=[N:19][OH:20])[NH2:18])=[O:8])=[CH:3][CH:2]=1.[CH3:27][N:28]([CH3:34])[CH2:29][CH2:30][C:31](O)=O, predict the reaction product. The product is: [CH3:16][O:15][N:14]=[C:12]1[CH2:11][C@@H:10]([C:17]2[N:18]=[C:31]([CH2:30][CH2:29][N:28]([CH3:34])[CH3:27])[O:20][N:19]=2)[N:9]([C:7]([C:4]2[CH:3]=[CH:2][C:1]([C:21]3[CH:26]=[CH:25][CH:24]=[CH:23][CH:22]=3)=[CH:6][CH:5]=2)=[O:8])[CH2:13]1. (3) Given the reactants Br[C:2]1[CH:7]=[CH:6][CH:5]=[CH:4][C:3]=1[CH:8]([CH3:10])[CH3:9].[Li]CCCC.CN([CH:19]=[O:20])C, predict the reaction product. The product is: [CH:8]([C:3]1[CH:4]=[CH:5][CH:6]=[CH:7][C:2]=1[CH:19]=[O:20])([CH3:10])[CH3:9]. (4) Given the reactants Br[C:2]1[CH:3]=[C:4]2[C:9](=[CH:10][CH:11]=1)[C:8]([Cl:12])=[N:7][N:6]=[CH:5]2.[CH:13]1([NH:16][C:17](=[O:34])[C:18]2[CH:23]=[CH:22][C:21]([CH3:24])=[C:20](B3OC(C)(C)C(C)(C)O3)[CH:19]=2)[CH2:15][CH2:14]1.C(=O)([O-])[O-].[K+].[K+], predict the reaction product. The product is: [Cl:12][C:8]1[C:9]2[C:4](=[CH:3][C:2]([C:20]3[CH:19]=[C:18]([CH:23]=[CH:22][C:21]=3[CH3:24])[C:17]([NH:16][CH:13]3[CH2:14][CH2:15]3)=[O:34])=[CH:11][CH:10]=2)[CH:5]=[N:6][N:7]=1. (5) Given the reactants [NH2:1][C:2]1[N:7]=[C:6](Cl)[N:5]=[C:4]([NH:9][C:10]2[CH:15]=[CH:14][C:13]([N:16]3[CH2:21][CH2:20][O:19][CH2:18][CH2:17]3)=[CH:12][CH:11]=2)[N:3]=1.[CH:22]1([C:25]2[CH:26]=[C:27]3[C:32](=[CH:33][CH:34]=2)[C:31](=[O:35])[N:30]([C:36]2[CH:41]=[CH:40][CH:39]=[C:38](B4OC(C)(C)C(C)(C)O4)[C:37]=2[CH3:51])[N:29]=[CH:28]3)[CH2:24][CH2:23]1.C(=O)([O-])[O-].[K+].[K+], predict the reaction product. The product is: [NH2:1][C:2]1[N:3]=[C:4]([NH:9][C:10]2[CH:15]=[CH:14][C:13]([N:16]3[CH2:21][CH2:20][O:19][CH2:18][CH2:17]3)=[CH:12][CH:11]=2)[N:5]=[C:6]([C:38]2[C:37]([CH3:51])=[C:36]([N:30]3[N:29]=[CH:28][C:27]4[C:32](=[CH:33][CH:34]=[C:25]([CH:22]5[CH2:23][CH2:24]5)[CH:26]=4)[C:31]3=[O:35])[CH:41]=[CH:40][CH:39]=2)[N:7]=1. (6) Given the reactants [F:1][C:2]1[CH:7]=[CH:6][C:5]([CH:8]([C:12]2[CH:17]=[CH:16][C:15]([F:18])=[CH:14][CH:13]=2)[CH2:9][CH:10]=C)=[CH:4][CH:3]=1.[O:19]=[O+][O-].C1(P(C2C=CC=CC=2)C2C=CC=CC=2)C=CC=CC=1, predict the reaction product. The product is: [F:1][C:2]1[CH:7]=[CH:6][C:5]([CH:8]([C:12]2[CH:17]=[CH:16][C:15]([F:18])=[CH:14][CH:13]=2)[CH2:9][CH:10]=[O:19])=[CH:4][CH:3]=1. (7) Given the reactants CS(O[CH2:6][C:7]1[CH:12]=[CH:11][CH:10]=[C:9]([Br:13])[C:8]=1[Cl:14])(=O)=O.[NH3:15].CO, predict the reaction product. The product is: [Br:13][C:9]1[C:8]([Cl:14])=[C:7]([CH2:6][NH2:15])[CH:12]=[CH:11][CH:10]=1. (8) Given the reactants [NH2:1][C:2]1[N:10]=[CH:9][C:8]([Br:11])=[CH:7][C:3]=1[C:4]([OH:6])=O.[NH2:12][C:13]1[CH:14]=[N:15][CH:16]=[CH:17][CH:18]=1.C(N=C=NC(C)C)(C)C.O.ON1C2C=CC=CC=2N=N1.CN1CCOCC1, predict the reaction product. The product is: [NH2:1][C:2]1[N:10]=[CH:9][C:8]([Br:11])=[CH:7][C:3]=1[C:4]([NH:12][C:13]1[CH:14]=[N:15][CH:16]=[CH:17][CH:18]=1)=[O:6]. (9) The product is: [CH3:1][O:2][C:3](=[O:36])[CH:4]([N:13]([C:37](=[O:39])[CH3:38])[CH:14]1[CH2:19][CH2:18][N:17]([CH2:20][C:21]2[CH:26]=[CH:25][CH:24]=[C:23]([O:27][C:28]3[CH:33]=[CH:32][CH:31]=[CH:30][C:29]=3[O:34][CH3:35])[CH:22]=2)[CH2:16][CH2:15]1)[CH2:5][C:6]1[CH:11]=[CH:10][C:9]([Cl:12])=[CH:8][CH:7]=1. Given the reactants [CH3:1][O:2][C:3](=[O:36])[CH:4]([NH:13][CH:14]1[CH2:19][CH2:18][N:17]([CH2:20][C:21]2[CH:26]=[CH:25][CH:24]=[C:23]([O:27][C:28]3[CH:33]=[CH:32][CH:31]=[CH:30][C:29]=3[O:34][CH3:35])[CH:22]=2)[CH2:16][CH2:15]1)[CH2:5][C:6]1[CH:11]=[CH:10][C:9]([Cl:12])=[CH:8][CH:7]=1.[C:37](Cl)(=[O:39])[CH3:38].C(N(CC)CC)C.CCOC(C)=O, predict the reaction product.